Task: Predict the reaction yield, written as a fraction of the theoretical maximum amount of product (1.0 means a 100% yield; for example, 0.34 means a 34% yield).. Dataset: Reaction yield outcomes from USPTO patents with 853,638 reactions The reactants are [F:1][C:2]1[CH:10]=[C:9]2[C:5]([C:6]([C:11]3[CH:12]=[N:13][N:14]([CH:16]4[CH2:21][CH2:20][N:19](C(OC(C)(C)C)=O)[CH2:18][CH2:17]4)[CH:15]=3)=[CH:7][NH:8]2)=[CH:4][CH:3]=1.Cl. The catalyst is O1CCOCC1. The product is [F:1][C:2]1[CH:10]=[C:9]2[C:5]([C:6]([C:11]3[CH:12]=[N:13][N:14]([CH:16]4[CH2:21][CH2:20][NH:19][CH2:18][CH2:17]4)[CH:15]=3)=[CH:7][NH:8]2)=[CH:4][CH:3]=1. The yield is 0.410.